Dataset: Forward reaction prediction with 1.9M reactions from USPTO patents (1976-2016). Task: Predict the product of the given reaction. (1) Given the reactants [F:1][C:2]([F:40])([F:39])[C@H:3]([N:26]1[CH2:30][CH2:29][C@H:28]([NH:31]C(=O)OC(C)(C)C)[CH2:27]1)[C:4]1[CH:5]=[CH:6][C:7]2[N:8]([C:10]([C:13]3[CH:22]=[CH:21][C:20]4[C:15](=[CH:16][C:17]([O:24][CH3:25])=[C:18]([CH3:23])[CH:19]=4)[N:14]=3)=[N:11][N:12]=2)[CH:9]=1, predict the reaction product. The product is: [F:39][C:2]([F:1])([F:40])[C@H:3]([N:26]1[CH2:30][CH2:29][C@H:28]([NH2:31])[CH2:27]1)[C:4]1[CH:5]=[CH:6][C:7]2[N:8]([C:10]([C:13]3[CH:22]=[CH:21][C:20]4[C:15](=[CH:16][C:17]([O:24][CH3:25])=[C:18]([CH3:23])[CH:19]=4)[N:14]=3)=[N:11][N:12]=2)[CH:9]=1. (2) Given the reactants [CH3:1][O:2][C:3]1[CH:24]=[C:23]([O:25][CH3:26])[CH:22]=[CH:21][C:4]=1[CH2:5][N:6]=[C:7]1[C:13]2[CH:14]=[CH:15][C:16]([N:18]([CH3:20])[CH3:19])=[CH:17][C:12]=2[CH2:11][CH2:10][CH2:9][CH2:8]1.C[O:28][CH:29]=[C:30]([C:35](OC)=O)[C:31]([O:33][CH3:34])=[O:32], predict the reaction product. The product is: [CH3:1][O:2][C:3]1[CH:24]=[C:23]([O:25][CH3:26])[CH:22]=[CH:21][C:4]=1[CH2:5][N:6]1[C:29](=[O:28])[C:30]([C:31]([O:33][CH3:34])=[O:32])=[CH:35][C:8]2[CH2:9][CH2:10][CH2:11][C:12]3[CH:17]=[C:16]([N:18]([CH3:20])[CH3:19])[CH:15]=[CH:14][C:13]=3[C:7]1=2.